Regression. Given two drug SMILES strings and cell line genomic features, predict the synergy score measuring deviation from expected non-interaction effect. From a dataset of NCI-60 drug combinations with 297,098 pairs across 59 cell lines. Drug 1: C1=CC(=CC=C1CC(C(=O)O)N)N(CCCl)CCCl.Cl. Drug 2: CN(CCCl)CCCl.Cl. Cell line: SN12C. Synergy scores: CSS=17.0, Synergy_ZIP=-11.5, Synergy_Bliss=-6.35, Synergy_Loewe=-10.0, Synergy_HSA=-5.42.